Dataset: Peptide-MHC class I binding affinity with 185,985 pairs from IEDB/IMGT. Task: Regression. Given a peptide amino acid sequence and an MHC pseudo amino acid sequence, predict their binding affinity value. This is MHC class I binding data. (1) The peptide sequence is QSPKKTGM. The MHC is Mamu-A01 with pseudo-sequence Mamu-A01. The binding affinity (normalized) is 0.318. (2) The peptide sequence is FLNWFIPPV. The MHC is HLA-A02:01 with pseudo-sequence HLA-A02:01. The binding affinity (normalized) is 1.00. (3) The peptide sequence is DRVVLQSKEL. The MHC is Mamu-B08 with pseudo-sequence Mamu-B08. The binding affinity (normalized) is 0.0953. (4) The peptide sequence is SFNCGGEFF. The MHC is Patr-A0901 with pseudo-sequence Patr-A0901. The binding affinity (normalized) is 0.633. (5) The peptide sequence is AFYWHFIFR. The MHC is HLA-A02:11 with pseudo-sequence HLA-A02:11. The binding affinity (normalized) is 0.0847. (6) The binding affinity (normalized) is 0.0847. The MHC is HLA-B39:01 with pseudo-sequence HLA-B39:01. The peptide sequence is YLKKGRLSL. (7) The peptide sequence is FGALFMWLL. The MHC is HLA-A01:01 with pseudo-sequence HLA-A01:01. The binding affinity (normalized) is 0.213.